Dataset: Full USPTO retrosynthesis dataset with 1.9M reactions from patents (1976-2016). Task: Predict the reactants needed to synthesize the given product. (1) The reactants are: [CH3:1][S:2]([C:5]1[CH:6]=[CH:7][C:8]([C@@H:11]([OH:21])[C@H:12]([NH:15]C(C(Cl)Cl)=O)[CH2:13][F:14])=[CH:9][CH:10]=1)(=[O:4])=[O:3].S(=O)(=O)(O)O.[OH-].[Na+]. Given the product [CH3:1][S:2]([C:5]1[CH:10]=[CH:9][C:8]([C@@H:11]([OH:21])[C@H:12]([NH2:15])[CH2:13][F:14])=[CH:7][CH:6]=1)(=[O:4])=[O:3], predict the reactants needed to synthesize it. (2) Given the product [O:43]=[C:37]1[CH:36]([N:30]2[CH2:29][C:28]3[C:32](=[CH:33][CH:34]=[C:26]([CH2:25][NH:24][C:3](=[O:5])[C:2]([F:1])([F:17])[C:6]4[CH:11]=[CH:10][CH:9]=[C:8]([O:12][CH2:13][CH2:14][O:15][CH3:16])[CH:7]=4)[CH:27]=3)[C:31]2=[O:35])[CH2:41][CH2:40][C:39](=[O:42])[NH:38]1, predict the reactants needed to synthesize it. The reactants are: [F:1][C:2]([F:17])([C:6]1[CH:11]=[CH:10][CH:9]=[C:8]([O:12][CH2:13][CH2:14][O:15][CH3:16])[CH:7]=1)[C:3]([OH:5])=O.P(Cl)(Cl)(Cl)=O.Cl.[NH2:24][CH2:25][C:26]1[CH:27]=[C:28]2[C:32](=[CH:33][CH:34]=1)[C:31](=[O:35])[N:30]([CH:36]1[CH2:41][CH2:40][C:39](=[O:42])[NH:38][C:37]1=[O:43])[CH2:29]2.C(=O)(O)[O-].[Na+]. (3) The reactants are: [Cl:1][C:2]1[CH:10]=[CH:9][C:5]([C:6]([NH2:8])=[S:7])=[CH:4][CH:3]=1.[CH2:11]([O:13][C:14](=[O:20])[CH2:15][C:16]([CH2:18]Cl)=O)[CH3:12].O. Given the product [CH2:11]([O:13][C:14](=[O:20])[CH2:15][C:16]1[N:8]=[C:6]([C:5]2[CH:9]=[CH:10][C:2]([Cl:1])=[CH:3][CH:4]=2)[S:7][CH:18]=1)[CH3:12], predict the reactants needed to synthesize it. (4) Given the product [NH2:11][C:10]1[C:2]([OH:1])=[C:3]([C:7]([O:14][CH3:15])=[CH:8][CH:9]=1)[C:4]([NH2:6])=[O:5], predict the reactants needed to synthesize it. The reactants are: [OH:1][C:2]1[C:10]([N+:11]([O-])=O)=[CH:9][CH:8]=[C:7]([O:14][CH3:15])[C:3]=1[C:4]([NH2:6])=[O:5]. (5) Given the product [Br:1][C:2]1[CH:3]=[C:4]2[C:9](=[CH:10][CH:11]=1)[CH:8]=[C:7]([O:12][CH2:13][CH2:14][N:16]1[CH2:20][CH2:19][CH2:18][CH2:17]1)[CH:6]=[CH:5]2, predict the reactants needed to synthesize it. The reactants are: [Br:1][C:2]1[CH:11]=[CH:10][C:9]2[C:4](=[CH:5][CH:6]=[C:7]([O:12][CH2:13][CH2:14]Br)[CH:8]=2)[CH:3]=1.[NH:16]1[CH2:20][CH2:19][CH2:18][CH2:17]1. (6) Given the product [F:1][C:2]1[CH:3]=[C:21]([CH:7]=[C:8]([O:10][C:11]2[CH:12]=[N:13][CH:14]=[N:15][CH:16]=2)[CH:9]=1)[C:20]([OH:17])=[O:22], predict the reactants needed to synthesize it. The reactants are: [F:1][C:2]1[CH:3]=C([CH:7]=[C:8]([O:10][C:11]2[CH:12]=[N:13][CH:14]=[N:15][CH:16]=2)[CH:9]=1)C#N.[OH-:17].[Na+].Cl.[CH2:20]([OH:22])[CH3:21]. (7) The reactants are: [C:1]([O:5][C:6]([N:8]1[CH2:12][C@@H:11]([F:13])[CH2:10][C@H:9]1[C:14]([OH:16])=O)=[O:7])([CH3:4])([CH3:3])[CH3:2].C([N:19](CC)CC)C.C(Cl)(=O)OCC.N. Given the product [C:1]([O:5][C:6]([N:8]1[CH2:12][C@@H:11]([F:13])[CH2:10][C@H:9]1[C:14](=[O:16])[NH2:19])=[O:7])([CH3:4])([CH3:3])[CH3:2], predict the reactants needed to synthesize it. (8) Given the product [C:19]([O:18][C:16]([N:23]1[CH2:26][CH:25]([N:2]([C@H:3]2[CH2:7][CH2:6][N:5]([C:8](=[O:9])[C:10]3[CH:15]=[CH:14][CH:13]=[CH:12][CH:11]=3)[CH2:4]2)[CH3:1])[CH2:24]1)=[O:17])([CH3:22])([CH3:21])[CH3:20], predict the reactants needed to synthesize it. The reactants are: [CH3:1][NH:2][C@H:3]1[CH2:7][CH2:6][N:5]([C:8]([C:10]2[CH:15]=[CH:14][CH:13]=[CH:12][CH:11]=2)=[O:9])[CH2:4]1.[C:16]([N:23]1[CH2:26][CH2:25][C:24]1=O)([O:18][C:19]([CH3:22])([CH3:21])[CH3:20])=[O:17].[BH-](OC(C)=O)(OC(C)=O)OC(C)=O.[Na+].C([O-])(O)=O.[Na+].